Dataset: Reaction yield outcomes from USPTO patents with 853,638 reactions. Task: Predict the reaction yield, written as a fraction of the theoretical maximum amount of product (1.0 means a 100% yield; for example, 0.34 means a 34% yield). (1) The reactants are [Cl:1][C:2]1[N:7]=[C:6]([NH:8][CH2:9][CH3:10])[C:5]([NH2:11])=[CH:4][CH:3]=1.[N:12]#[C:13]Br.C(Cl)Cl.N. The catalyst is C(O)C.CO. The product is [Cl:1][C:2]1[N:7]=[C:6]2[N:8]([CH2:9][CH3:10])[C:13]([NH2:12])=[N:11][C:5]2=[CH:4][CH:3]=1. The yield is 0.460. (2) The reactants are [CH3:1][C:2]1[C:16](=[O:17])[N:15]=[C:14]2[N:4]([C@@H:5]3[O:9][C@H:8]([CH2:10][OH:11])[C@@H:7]([OH:12])[C@@H:6]3[O:13]2)[CH:3]=1.[CH3:18][O:19][CH2:20][CH2:21][O:22]B([O:22][CH2:21][CH2:20][O:19][CH3:18])[O:22][CH2:21][CH2:20][O:19][CH3:18]. The catalyst is COCCO. The product is [CH3:18][O:19][CH2:20][CH2:21][O:22][C@@H:6]1[C@H:7]([OH:12])[C@@H:8]([CH2:10][OH:11])[O:9][C@H:5]1[N:4]1[CH:3]=[C:2]([CH3:1])[C:16](=[O:17])[NH:15][C:14]1=[O:13]. The yield is 0.630. (3) The reactants are C(OC([N:8]1[CH2:12][CH:11]([F:13])[CH:10]([C:14]2[CH:19]=[CH:18][C:17]([NH:20][C:21](=[O:29])[C:22]3[CH:27]=[CH:26][C:25]([Cl:28])=[CH:24][CH:23]=3)=[CH:16][CH:15]=2)[CH2:9]1)=O)(C)(C)C.Cl. The catalyst is C1COCC1.O1CCOCC1.C(OCC)(=O)C. The product is [ClH:28].[Cl:28][C:25]1[CH:24]=[CH:23][C:22]([C:21]([NH:20][C:17]2[CH:16]=[CH:15][C:14]([CH:10]3[CH:11]([F:13])[CH2:12][NH:8][CH2:9]3)=[CH:19][CH:18]=2)=[O:29])=[CH:27][CH:26]=1. The yield is 0.870. (4) The reactants are Cl[CH2:2][CH2:3][NH:4][C:5]([NH:7][C:8]1[CH:13]=[CH:12][C:11]([C:14]2[N:15]([CH2:27][CH3:28])[C:16]3[C:21]([C:22]=2[C:23]#[N:24])=[CH:20][CH:19]=[C:18]([O:25][CH3:26])[CH:17]=3)=[CH:10][CH:9]=1)=[O:6].[OH-].[K+]. The catalyst is CO. The product is [CH2:27]([N:15]1[C:16]2[C:21](=[CH:20][CH:19]=[C:18]([O:25][CH3:26])[CH:17]=2)[C:22]([C:23]#[N:24])=[C:14]1[C:11]1[CH:12]=[CH:13][C:8]([N:7]2[CH2:2][CH2:3][NH:4][C:5]2=[O:6])=[CH:9][CH:10]=1)[CH3:28]. The yield is 0.620. (5) The reactants are [CH:1]1([NH:4][C:5](=[O:43])[NH:6][C:7]2[CH:41]=[CH:40][C:10]([O:11][C:12]3[CH:17]=[CH:16][N:15]=[C:14]4[CH:18]=[C:19]([C:21]5[N:26]=[CH:25][C:24]([CH2:27][N:28]([CH2:36][CH2:37][O:38][CH3:39])C(=O)OC(C)(C)C)=[CH:23][CH:22]=5)[S:20][C:13]=34)=[C:9]([F:42])[CH:8]=2)[CH2:3][CH2:2]1.C(O)(C(F)(F)F)=O.C(OCC)C. The catalyst is ClCCl. The product is [CH:1]1([NH:4][C:5]([NH:6][C:7]2[CH:41]=[CH:40][C:10]([O:11][C:12]3[CH:17]=[CH:16][N:15]=[C:14]4[CH:18]=[C:19]([C:21]5[CH:22]=[CH:23][C:24]([CH2:27][NH:28][CH2:36][CH2:37][O:38][CH3:39])=[CH:25][N:26]=5)[S:20][C:13]=34)=[C:9]([F:42])[CH:8]=2)=[O:43])[CH2:3][CH2:2]1. The yield is 0.820. (6) The reactants are [N+:1]([C:4]1[S:8][C:7]([CH:9]=[O:10])=[CH:6][C:5]=1[C:11]1[NH:15][N:14]=[CH:13][CH:12]=1)([O-])=O.S(S([O-])=O)([O-])=O.[Na+].[Na+]. The catalyst is C(O)C.O. The product is [NH2:1][C:4]1[S:8][C:7]([CH:9]=[O:10])=[CH:6][C:5]=1[C:11]1[CH:12]=[CH:13][NH:14][N:15]=1. The yield is 0.420. (7) The reactants are [Cl:1][C:2]1[N:3]=[C:4]([C:9]([NH:11][C@H:12]2[CH2:17][CH2:16][N:15]([C:18]3[S:19][C:20]([C:26]([O:28][CH2:29][CH3:30])=[O:27])=[C:21]([C:23]([OH:25])=O)[N:22]=3)[CH2:14][C@H:13]2[O:31][CH2:32][CH3:33])=[O:10])[NH:5][C:6]=1[CH2:7][CH3:8].[CH2:34]([O:36][CH2:37][CH2:38][NH2:39])[CH3:35].CCN=C=NCCCN(C)C.Cl.ON1C2C=CC=CC=2N=N1. No catalyst specified. The product is [Cl:1][C:2]1[N:3]=[C:4]([C:9]([NH:11][C@H:12]2[CH2:17][CH2:16][N:15]([C:18]3[S:19][C:20]([C:26]([O:28][CH2:29][CH3:30])=[O:27])=[C:21]([C:23](=[O:25])[NH:39][CH2:38][CH2:37][O:36][CH2:34][CH3:35])[N:22]=3)[CH2:14][C@H:13]2[O:31][CH2:32][CH3:33])=[O:10])[NH:5][C:6]=1[CH2:7][CH3:8]. The yield is 0.760. (8) The reactants are [CH3:1][N:2]1[CH:10]=[C:9]2[C:4]([C:5]([C:12]#[N:13])=[C:6]([CH3:11])[CH:7]=[CH:8]2)=[N:3]1. The catalyst is CO.N.[Ni]. The product is [CH3:1][N:2]1[CH:10]=[C:9]2[C:4]([C:5]([CH2:12][NH2:13])=[C:6]([CH3:11])[CH:7]=[CH:8]2)=[N:3]1. The yield is 1.00.